Dataset: Aqueous solubility values for 9,982 compounds from the AqSolDB database. Task: Regression/Classification. Given a drug SMILES string, predict its absorption, distribution, metabolism, or excretion properties. Task type varies by dataset: regression for continuous measurements (e.g., permeability, clearance, half-life) or binary classification for categorical outcomes (e.g., BBB penetration, CYP inhibition). For this dataset (solubility_aqsoldb), we predict Y. (1) The drug is CCOC(=O)C(CC)(CC)C(=O)NC(N)=O. The Y is -2.08 log mol/L. (2) The drug is Cc1cc(Cl)cc(Cl)c1O. The Y is -2.04 log mol/L.